Dataset: Reaction yield outcomes from USPTO patents with 853,638 reactions. Task: Predict the reaction yield, written as a fraction of the theoretical maximum amount of product (1.0 means a 100% yield; for example, 0.34 means a 34% yield). (1) The reactants are [CH:1]1([C:4]([N:6]2[CH2:11][CH2:10][N:9]([C:12]([C:14]3[CH:19]=[CH:18][C:17]([CH:20]4[CH:29]([C:30]5[CH:35]=[CH:34][CH:33]=[CH:32][CH:31]=5)[C:28](=O)[C:27]5[C:26]([C:37]([O:39]C)=O)=[CH:25][CH:24]=[CH:23][C:22]=5[NH:21]4)=[CH:16][CH:15]=3)=[O:13])[CH2:8][CH2:7]2)=[O:5])[CH2:3][CH2:2]1.O.[NH2:42][NH2:43]. No catalyst specified. The product is [CH:1]1([C:4]([N:6]2[CH2:11][CH2:10][N:9]([C:12]([C:14]3[CH:19]=[CH:18][C:17]([CH:20]4[NH:21][C:22]5[C:27]6[C:28](=[N:42][NH:43][C:37](=[O:39])[C:26]=6[CH:25]=[CH:24][CH:23]=5)[CH:29]4[C:30]4[CH:35]=[CH:34][CH:33]=[CH:32][CH:31]=4)=[CH:16][CH:15]=3)=[O:13])[CH2:8][CH2:7]2)=[O:5])[CH2:3][CH2:2]1. The yield is 0.190. (2) The reactants are [Li+].[B-](CC)(CC)CC.[NH2:9][C:10]1[CH:11]=[C:12]([C:16]2[CH2:17][C@@H:18]3[N:24]([CH:25]=2)[C:23](=[O:26])[C:22]2[CH:27]=[C:28]([O:70][CH3:71])[C:29]([O:31][CH2:32][CH2:33][CH2:34][O:35][C:36]4[C:67]([O:68][CH3:69])=[CH:66][C:39]5[C:40](=[O:65])[N:41]6[CH:56]=[C:55]([C:57]7[CH:62]=[CH:61][C:60]([O:63][CH3:64])=[CH:59][CH:58]=7)[CH2:54][C@H:42]6[C:43](=O)[N:44](COCC[Si](C)(C)C)[C:38]=5[CH:37]=4)=[CH:30][C:21]=2[N:20](COCC[Si](C)(C)C)[C:19]3=O)[CH:13]=[CH:14][CH:15]=1. The catalyst is C1COCC1.O. The product is [NH2:9][C:10]1[CH:11]=[C:12]([C:16]2[CH2:17][C@@H:18]3[N:24]([CH:25]=2)[C:23](=[O:26])[C:22]2[CH:27]=[C:28]([O:70][CH3:71])[C:29]([O:31][CH2:32][CH2:33][CH2:34][O:35][C:36]4[C:67]([O:68][CH3:69])=[CH:66][C:39]5[C:40](=[O:65])[N:41]6[CH:56]=[C:55]([C:57]7[CH:62]=[CH:61][C:60]([O:63][CH3:64])=[CH:59][CH:58]=7)[CH2:54][C@H:42]6[CH:43]=[N:44][C:38]=5[CH:37]=4)=[CH:30][C:21]=2[N:20]=[CH:19]3)[CH:13]=[CH:14][CH:15]=1. The yield is 0.770. (3) The reactants are [CH3:1][C@@:2]([S:43]([CH3:46])(=[O:45])=[O:44])([CH2:13][CH2:14][N:15]1[CH:20]=[CH:19][C:18]([C:21]2[CH:26]=[CH:25][C:24]([O:27][CH2:28][C@H:29]3[CH2:34][CH2:33][C@H:32]([O:35]C4CCCCO4)[CH2:31][CH2:30]3)=[CH:23][CH:22]=2)=[CH:17][C:16]1=[O:42])[C:3]([NH:5][O:6]C1CCCCO1)=[O:4].ONC(=O)[C@](C)(S(C)(=O)=O)CCN1C=CC(C2C=CC(OC[C@H]3CC[C@@H](O)CC3)=CC=2)=CC1=O. No catalyst specified. The product is [OH:6][NH:5][C:3](=[O:4])[C@:2]([CH3:1])([S:43]([CH3:46])(=[O:45])=[O:44])[CH2:13][CH2:14][N:15]1[CH:20]=[CH:19][C:18]([C:21]2[CH:26]=[CH:25][C:24]([O:27][CH2:28][C@H:29]3[CH2:30][CH2:31][C@H:32]([OH:35])[CH2:33][CH2:34]3)=[CH:23][CH:22]=2)=[CH:17][C:16]1=[O:42]. The yield is 0.830. (4) The catalyst is O.COCCOC. The product is [C:13]([C:11]([C:1]([C:3]([F:6])([F:5])[F:4])([C:7]([F:10])([F:9])[F:8])[F:2])([O:12][CH2:32][CH3:33])[F:23])([C:15]([F:16])([F:17])[F:18])([C:19]([F:20])([F:21])[F:22])[F:14]. The yield is 0.0610. The reactants are [C:1]([C:11]([C:13]([C:19]([F:22])([F:21])[F:20])([C:15]([F:18])([F:17])[F:16])[F:14])=[O:12])([C:7]([F:10])([F:9])[F:8])([C:3]([F:6])([F:5])[F:4])[F:2].[F-:23].[K+].S(O[CH2:32][CH3:33])(OCC)(=O)=O.[OH-].[K+]. (5) The reactants are [C:1]([C:3]1[CH:8]=[CH:7][CH:6]=[CH:5][C:4]=1[C:9]1[CH:14]=[CH:13][C:12]([CH2:15][C:16]2[C:17](=[O:40])[N:18]([C@H:28]3[CH2:33][CH2:32][C@H:31]([O:34][CH:35]([CH3:39])[C:36](O)=[O:37])[CH2:30][CH2:29]3)[C:19]3[N:20]([N:25]=[CH:26][N:27]=3)[C:21]=2[CH2:22][CH2:23][CH3:24])=[CH:11][CH:10]=1)#[N:2].[NH4+].O[N:43]1C2C=CC=CC=2N=N1.Cl.C(N=C=NCCCN(C)C)C.CN(C)C=O. The catalyst is C(OCC)(=O)C. The product is [C:1]([C:3]1[CH:8]=[CH:7][CH:6]=[CH:5][C:4]=1[C:9]1[CH:10]=[CH:11][C:12]([CH2:15][C:16]2[C:17](=[O:40])[N:18]([C@H:28]3[CH2:29][CH2:30][C@H:31]([O:34][CH:35]([CH3:39])[C:36]([NH2:43])=[O:37])[CH2:32][CH2:33]3)[C:19]3[N:20]([N:25]=[CH:26][N:27]=3)[C:21]=2[CH2:22][CH2:23][CH3:24])=[CH:13][CH:14]=1)#[N:2]. The yield is 0.730. (6) The reactants are [Br:1][C:2]1[CH:7]=[CH:6][C:5]([NH:8][C:9]2[C:10]([C:20](=[O:26])[CH2:21][O:22]COC)=[CH:11][C:12]3[N:16]([CH3:17])[CH:15]=[N:14][C:13]=3[C:18]=2[F:19])=[C:4]([Cl:27])[CH:3]=1.Cl.CO.C([O-])(O)=O.[Na+]. The catalyst is CCOC(C)=O.O. The product is [Br:1][C:2]1[CH:7]=[CH:6][C:5]([NH:8][C:9]2[C:10]([C:20](=[O:26])[CH2:21][OH:22])=[CH:11][C:12]3[N:16]([CH3:17])[CH:15]=[N:14][C:13]=3[C:18]=2[F:19])=[C:4]([Cl:27])[CH:3]=1. The yield is 0.540. (7) The yield is 0.900. The product is [O:11]1[C:12]([C:2]2[C:3]([NH2:10])=[CH:4][C:5]([O:8][CH3:9])=[N:6][CH:7]=2)=[CH:13][CH2:14][CH2:15][CH2:16]1. The reactants are Br[C:2]1[C:3]([NH2:10])=[CH:4][C:5]([O:8][CH3:9])=[N:6][CH:7]=1.[O:11]1[C:16](B2OC(C)(C)C(C)(C)O2)=[CH:15][CH2:14][CH2:13][CH2:12]1. The catalyst is COCCOC. (8) The reactants are [Cl:1][C:2]1[CH:3]=[N:4][CH:5]=[C:6]([Cl:32])[C:7]=1[S:8][C:9]1[S:13][C:12]([C:14]([NH:16][CH:17]2[CH2:21][CH2:20][N:19](C(OC(C)(C)C)=O)[CH2:18]2)=[O:15])=[CH:11][C:10]=1[N+:29]([O-:31])=[O:30].Cl. The catalyst is C(O)C. The product is [Cl:1][C:2]1[CH:3]=[N:4][CH:5]=[C:6]([Cl:32])[C:7]=1[S:8][C:9]1[S:13][C:12]([C:14]([NH:16][CH:17]2[CH2:21][CH2:20][NH:19][CH2:18]2)=[O:15])=[CH:11][C:10]=1[N+:29]([O-:31])=[O:30]. The yield is 0.910. (9) The reactants are Cl[C:2]1[N:11]=[C:10]([NH:12][CH2:13][CH:14]([C:21]2[CH:26]=[CH:25][CH:24]=[CH:23][CH:22]=2)[C:15]2[CH:20]=[CH:19][CH:18]=[CH:17][CH:16]=2)[C:9]2[C:4](=[CH:5][CH:6]=[CH:7][CH:8]=2)[N:3]=1.[CH2:27]1[C:35]2[C:30](=[CH:31][CH:32]=[CH:33][CH:34]=2)[CH2:29][NH:28]1. The catalyst is C(O)C. The product is [C:15]1([CH:14]([C:21]2[CH:26]=[CH:25][CH:24]=[CH:23][CH:22]=2)[CH2:13][NH:12][C:10]2[C:9]3[C:4](=[CH:5][CH:6]=[CH:7][CH:8]=3)[N:3]=[C:2]([N:28]3[CH2:29][C:30]4[C:35](=[CH:34][CH:33]=[CH:32][CH:31]=4)[CH2:27]3)[N:11]=2)[CH:20]=[CH:19][CH:18]=[CH:17][CH:16]=1. The yield is 0.270.